Dataset: Catalyst prediction with 721,799 reactions and 888 catalyst types from USPTO. Task: Predict which catalyst facilitates the given reaction. (1) Reactant: [F:1][CH2:2][C@@H:3]([N:10]1C(=O)C2C(=CC=CC=2)C1=O)[C:4]1[CH:9]=[CH:8][CH:7]=[CH:6][CH:5]=1.NN. Product: [F:1][CH2:2][C@H:3]([C:4]1[CH:9]=[CH:8][CH:7]=[CH:6][CH:5]=1)[NH2:10]. The catalyst class is: 5. (2) Reactant: [CH3:1][C:2]1[N:3]([CH2:11][C:12]2[CH:21]=[CH:20][C:15]([C:16]([O:18][CH3:19])=[O:17])=[CH:14][CH:13]=2)[C:4]2[C:9]([CH:10]=1)=[CH:8][CH:7]=[CH:6][CH:5]=2.[CH3:22][N+:23]([CH3:25])=[CH2:24].[Cl-].C([O-])(O)=O.[Na+]. Product: [CH3:22][N:23]([CH2:25][C:10]1[C:9]2[C:4](=[CH:5][CH:6]=[CH:7][CH:8]=2)[N:3]([CH2:11][C:12]2[CH:21]=[CH:20][C:15]([C:16]([O:18][CH3:19])=[O:17])=[CH:14][CH:13]=2)[C:2]=1[CH3:1])[CH3:24]. The catalyst class is: 59. (3) Reactant: C([N:5]([CH:10]1[C:16]2[CH:17]=[C:18]([N+:21]([O-:23])=[O:22])[CH:19]=[CH:20][C:15]=2[O:14][CH2:13][CH2:12][CH2:11]1)[S:6]([CH3:9])(=[O:8])=[O:7])CCC.[H-].[Na+].ICCCC. Product: [CH3:9][S:6]([NH:5][CH:10]1[C:16]2[CH:17]=[C:18]([N+:21]([O-:23])=[O:22])[CH:19]=[CH:20][C:15]=2[O:14][CH2:13][CH2:12][CH2:11]1)(=[O:7])=[O:8]. The catalyst class is: 3.